Dataset: NCI-60 drug combinations with 297,098 pairs across 59 cell lines. Task: Regression. Given two drug SMILES strings and cell line genomic features, predict the synergy score measuring deviation from expected non-interaction effect. (1) Drug 1: C1CCN(CC1)CCOC2=CC=C(C=C2)C(=O)C3=C(SC4=C3C=CC(=C4)O)C5=CC=C(C=C5)O. Drug 2: C1=CN(C=N1)CC(O)(P(=O)(O)O)P(=O)(O)O. Cell line: SK-OV-3. Synergy scores: CSS=-2.21, Synergy_ZIP=1.40, Synergy_Bliss=1.71, Synergy_Loewe=-3.55, Synergy_HSA=-3.15. (2) Drug 1: CCC1(CC2CC(C3=C(CCN(C2)C1)C4=CC=CC=C4N3)(C5=C(C=C6C(=C5)C78CCN9C7C(C=CC9)(C(C(C8N6C)(C(=O)OC)O)OC(=O)C)CC)OC)C(=O)OC)O.OS(=O)(=O)O. Drug 2: CC(C)(C#N)C1=CC(=CC(=C1)CN2C=NC=N2)C(C)(C)C#N. Cell line: CAKI-1. Synergy scores: CSS=1.12, Synergy_ZIP=-1.39, Synergy_Bliss=-2.51, Synergy_Loewe=-3.64, Synergy_HSA=-3.64.